This data is from Reaction yield outcomes from USPTO patents with 853,638 reactions. The task is: Predict the reaction yield, written as a fraction of the theoretical maximum amount of product (1.0 means a 100% yield; for example, 0.34 means a 34% yield). (1) The reactants are CS[C:3]1[NH:8][C:7](=[O:9])[CH:6]=[CH:5][N:4]=1.[CH3:10][C:11]1[S:12][CH:13]=[C:14]([C:16]2[CH:17]=[C:18]([NH2:22])[CH:19]=[CH:20][CH:21]=2)[N:15]=1. The catalyst is COCCOCCOC. The product is [CH3:10][C:11]1[S:12][CH:13]=[C:14]([C:16]2[CH:17]=[C:18]([NH:22][C:3]3[NH:8][C:7](=[O:9])[CH:6]=[CH:5][N:4]=3)[CH:19]=[CH:20][CH:21]=2)[N:15]=1. The yield is 0.250. (2) The reactants are C(Cl)(=O)C.[C:5]([C:8]1[CH:9]=[CH:10][C:11]([CH:17]2[CH2:22][CH2:21][CH2:20][N:19](C(OC(C)(C)C)=O)[CH2:18]2)=[C:12]2[C:16]=1[NH:15][CH:14]=[CH:13]2)(=[O:7])[NH2:6]. The catalyst is CO. The product is [NH:19]1[CH2:20][CH2:21][CH2:22][CH:17]([C:11]2[CH:10]=[CH:9][C:8]([C:5]([NH2:6])=[O:7])=[C:16]3[C:12]=2[CH:13]=[CH:14][NH:15]3)[CH2:18]1. The yield is 0.560. (3) The reactants are [I:1]I.[OH:3][C:4]1[CH:11]=[CH:10][C:7]([C:8]#[N:9])=[C:6]([S:12][CH3:13])[N:5]=1. The catalyst is C(O)C.S([O-])([O-])(=O)=O.[Ag+2]. The product is [OH:3][C:4]1[C:11]([I:1])=[CH:10][C:7]([C:8]#[N:9])=[C:6]([S:12][CH3:13])[N:5]=1. The yield is 0.900. (4) The reactants are Br[CH2:2][C:3]1[CH:8]=[CH:7][CH:6]=[C:5]([N+:9]([O-:11])=[O:10])[CH:4]=1.[NH:12]1[CH2:17][CH2:16][O:15][CH2:14][CH2:13]1.C(N(CC)CC)C. The yield is 0.940. The product is [N+:9]([C:5]1[CH:4]=[C:3]([CH:8]=[CH:7][CH:6]=1)[CH2:2][N:12]1[CH2:17][CH2:16][O:15][CH2:14][CH2:13]1)([O-:11])=[O:10]. The catalyst is C1COCC1. (5) The yield is 0.340. The product is [Cl:1][C:2]1[CH:7]=[CH:6][C:5]([C:8]2[CH:13]=[CH:12][C:11]([CH2:14][O:15][CH:16]3[CH2:21][CH2:20][CH2:19][N:18]([C:30]4[CH:31]=[C:26]([CH:27]=[CH:28][CH:29]=4)[C:24]([O:23][CH3:22])=[O:25])[CH2:17]3)=[CH:10][CH:9]=2)=[CH:4][CH:3]=1. No catalyst specified. The reactants are [Cl:1][C:2]1[CH:7]=[CH:6][C:5]([C:8]2[CH:13]=[CH:12][C:11]([CH2:14][O:15][CH:16]3[CH2:21][CH2:20][CH2:19][NH:18][CH2:17]3)=[CH:10][CH:9]=2)=[CH:4][CH:3]=1.[CH3:22][O:23][C:24]([C:26]1[CH:27]=[C:28](OB(O)O)[CH:29]=[CH:30][CH:31]=1)=[O:25]. (6) The reactants are [F:1][C:2]1[CH:7]=[CH:6][CH:5]=[C:4]([F:8])[C:3]=1[C:9]1[S:10][CH:11]=[C:12]([C:14]([NH:16][C:17]2[C:18]([N:26]3[CH2:31][CH2:30][CH2:29][C@H:28]([NH:32]C(=O)OC(C)(C)C)[CH2:27]3)=[C:19]3[CH2:25][CH2:24][CH2:23][C:20]3=[N:21][CH:22]=2)=[O:15])[N:13]=1.C(O)(C(F)(F)F)=O. The catalyst is C(Cl)Cl.CO.[NH4+].[OH-]. The product is [NH2:32][C@H:28]1[CH2:29][CH2:30][CH2:31][N:26]([C:18]2[C:17]([NH:16][C:14]([C:12]3[N:13]=[C:9]([C:3]4[C:4]([F:8])=[CH:5][CH:6]=[CH:7][C:2]=4[F:1])[S:10][CH:11]=3)=[O:15])=[CH:22][N:21]=[C:20]3[CH2:23][CH2:24][CH2:25][C:19]=23)[CH2:27]1. The yield is 0.580. (7) The reactants are Cl[CH2:2][C:3]1[CH:8]=[CH:7][CH:6]=[C:5]([S:9][CH:10]2[CH2:14][CH2:13][CH2:12][CH2:11]2)[N:4]=1.C([O:17][C:18]([CH:20]1[CH2:22][CH:21]1[C:23]1[CH:28]=[CH:27][C:26]([OH:29])=[C:25]([F:30])[CH:24]=1)=[O:19])C. No catalyst specified. The product is [CH:10]1([S:9][C:5]2[N:4]=[C:3]([CH2:2][O:29][C:26]3[CH:27]=[CH:28][C:23]([CH:21]4[CH2:22][CH:20]4[C:18]([OH:19])=[O:17])=[CH:24][C:25]=3[F:30])[CH:8]=[CH:7][CH:6]=2)[CH2:14][CH2:13][CH2:12][CH2:11]1. The yield is 0.890. (8) The reactants are Br[C:2]1[N:7]=[C:6]2[N:8]([CH2:13][C@H:14]3[CH2:19][CH2:18][C@H:17]([O:20][CH3:21])[CH2:16][CH2:15]3)[C:9](=[O:12])[CH2:10][NH:11][C:5]2=[N:4][CH:3]=1.[CH3:22][Sn:23]([CH3:29])([CH3:28])[Sn:23]([CH3:29])([CH3:28])[CH3:22]. The catalyst is C1C=CC([P]([Pd]([P](C2C=CC=CC=2)(C2C=CC=CC=2)C2C=CC=CC=2)([P](C2C=CC=CC=2)(C2C=CC=CC=2)C2C=CC=CC=2)[P](C2C=CC=CC=2)(C2C=CC=CC=2)C2C=CC=CC=2)(C2C=CC=CC=2)C2C=CC=CC=2)=CC=1.O1CCOCC1. The product is [CH3:21][O:20][C@H:17]1[CH2:18][CH2:19][C@H:14]([CH2:13][N:8]2[C:6]3=[N:7][C:2]([Sn:23]([CH3:29])([CH3:28])[CH3:22])=[CH:3][N:4]=[C:5]3[NH:11][CH2:10][C:9]2=[O:12])[CH2:15][CH2:16]1. The yield is 0.690. (9) The reactants are [OH-].[Li+].[C:3]([CH2:5][C:6]1[CH:7]=[C:8]([CH:13]=[CH:14][CH:15]=1)[C:9]([O:11]C)=[O:10])#[N:4]. The product is [C:3]([CH2:5][C:6]1[CH:7]=[C:8]([CH:13]=[CH:14][CH:15]=1)[C:9]([OH:11])=[O:10])#[N:4]. The yield is 0.790. The catalyst is C1COCC1.O. (10) The product is [Br:1][C:2]1[CH:3]=[N:4][N:5]([CH3:16])[C:6]=1[C:7]1[CH:8]=[C:9]([C:13]([NH:26][C@H:27]([CH2:28][N:29]2[C:37](=[O:38])[C:36]3[C:31](=[CH:32][CH:33]=[CH:34][CH:35]=3)[C:30]2=[O:39])[CH2:40][CH:41]2[CH2:46][CH2:45][CH2:44][CH2:43][CH2:42]2)=[O:15])[S:10][C:11]=1[Cl:12]. The catalyst is C(Cl)Cl. The reactants are [Br:1][C:2]1[CH:3]=[N:4][N:5]([CH3:16])[C:6]=1[C:7]1[CH:8]=[C:9]([C:13]([OH:15])=O)[S:10][C:11]=1[Cl:12].CCN(C(C)C)C(C)C.[NH2:26][C@@H:27]([CH2:40][CH:41]1[CH2:46][CH2:45][CH2:44][CH2:43][CH2:42]1)[CH2:28][N:29]1[C:37](=[O:38])[C:36]2[C:31](=[CH:32][CH:33]=[CH:34][CH:35]=2)[C:30]1=[O:39].F[P-](F)(F)(F)(F)F.Br[P+](N1CCCC1)(N1CCCC1)N1CCCC1. The yield is 0.316.